This data is from Reaction yield outcomes from USPTO patents with 853,638 reactions. The task is: Predict the reaction yield, written as a fraction of the theoretical maximum amount of product (1.0 means a 100% yield; for example, 0.34 means a 34% yield). The reactants are [Br:1][C:2]1[CH:7]=[C:6](F)[CH:5]=[C:4]([F:9])[CH:3]=1.[CH3:10][O-:11].[Na+]. The catalyst is CN(C=O)C. The product is [Br:1][C:2]1[CH:7]=[C:6]([O:11][CH3:10])[CH:5]=[C:4]([F:9])[CH:3]=1. The yield is 0.710.